From a dataset of Catalyst prediction with 721,799 reactions and 888 catalyst types from USPTO. Predict which catalyst facilitates the given reaction. (1) Reactant: [CH2:1]([N:8]1[C:17]2[C:12](=[CH:13][CH:14]=[C:15]([OH:18])[CH:16]=2)[CH2:11][CH2:10][CH2:9]1)[C:2]1[CH:7]=[CH:6][CH:5]=[CH:4][CH:3]=1.[H-].[Na+].[CH3:21][N:22]([CH3:26])[C:23](Cl)=[O:24]. Product: [CH3:21][N:22]([CH3:26])[C:23](=[O:24])[O:18][C:15]1[CH:16]=[C:17]2[C:12]([CH2:11][CH2:10][CH2:9][N:8]2[CH2:1][C:2]2[CH:3]=[CH:4][CH:5]=[CH:6][CH:7]=2)=[CH:13][CH:14]=1. The catalyst class is: 54. (2) Reactant: [Cl:1][C:2]1[C:3]([C:8](=[O:15])[CH2:9][C:10]([O:12][CH2:13][CH3:14])=[O:11])=[N:4][CH:5]=[CH:6][CH:7]=1.CO[CH:18](OC)[N:19]([CH3:21])[CH3:20]. The catalyst class is: 13. Product: [CH2:13]([O:12][C:10](=[O:11])[C:9]([C:8]([C:3]1[C:2]([Cl:1])=[CH:7][CH:6]=[CH:5][N:4]=1)=[O:15])=[CH:18][N:19]([CH3:21])[CH3:20])[CH3:14]. (3) Reactant: [Cl:1][C:2]1[CH:7]=[C:6]([Cl:8])[CH:5]=[CH:4][C:3]=1[C@H:9]1[C:14]([C:15]([O:17][CH2:18][CH3:19])=[O:16])=[C:13]([CH2:20]Br)[NH:12][C:11]([C:22]2[S:23][CH:24]=[CH:25][N:26]=2)=[N:10]1.[NH:27]1[CH2:32][CH2:31][O:30][CH2:29][CH2:28]1. Product: [Cl:1][C:2]1[CH:7]=[C:6]([Cl:8])[CH:5]=[CH:4][C:3]=1[C@H:9]1[C:14]([C:15]([O:17][CH2:18][CH3:19])=[O:16])=[C:13]([CH2:20][N:27]2[CH2:32][CH2:31][O:30][CH2:29][CH2:28]2)[NH:12][C:11]([C:22]2[S:23][CH:24]=[CH:25][N:26]=2)=[N:10]1. The catalyst class is: 8. (4) Reactant: C([Si](C)(C)[O:6][C:7]([C:16]1[CH:48]=[CH:47][C:19]([CH2:20][N:21]2[CH2:26][CH2:25][N:24]([C:27]([C:29]3[CH:34]=[CH:33][C:32]([NH:35][C:36]([NH:38][CH:39]4[CH2:44][CH2:43][S:42](=[O:45])[CH2:41][CH2:40]4)=[O:37])=[C:31]([F:46])[CH:30]=3)=[O:28])[CH2:23][CH2:22]2)=[CH:18][CH:17]=1)([C:12]([F:15])([F:14])[F:13])[C:8]([F:11])([F:10])[F:9])(C)(C)C.[F-].[K+]. Product: [F:46][C:31]1[CH:30]=[C:29]([C:27]([N:24]2[CH2:25][CH2:26][N:21]([CH2:20][C:19]3[CH:47]=[CH:48][C:16]([C:7]([OH:6])([C:8]([F:11])([F:9])[F:10])[C:12]([F:13])([F:14])[F:15])=[CH:17][CH:18]=3)[CH2:22][CH2:23]2)=[O:28])[CH:34]=[CH:33][C:32]=1[NH:35][C:36]([NH:38][CH:39]1[CH2:44][CH2:43][S:42](=[O:45])[CH2:41][CH2:40]1)=[O:37]. The catalyst class is: 7. (5) Reactant: [CH2:1]([NH:6][C:7]1[CH:15]=[CH:14][CH:13]=[CH:12][C:8]=1[C:9]([OH:11])=O)[C:2]([CH3:5])([CH3:4])[CH3:3].CCN=C=NCCCN(C)C.C1C=CC2N(O)N=NC=2C=1.CCN(C(C)C)C(C)C.[CH3:46][C:47]([NH2:51])([C:49]#[CH:50])[CH3:48]. The catalyst class is: 2. Product: [CH3:46][C:47]([NH:51][C:9](=[O:11])[C:8]1[CH:12]=[CH:13][CH:14]=[CH:15][C:7]=1[NH:6][CH2:1][C:2]([CH3:3])([CH3:4])[CH3:5])([C:49]#[CH:50])[CH3:48]. (6) Reactant: C(=O)([O-])[O-].[K+].[K+].[Cl:7][C:8]1[CH:13]=[CH:12][C:11]([C:14]2[CH:19]=[CH:18][CH:17]=[C:16]([CH2:20]Cl)[CH:15]=2)=[C:10]([CH3:22])[CH:9]=1.[OH:23][C:24]1[CH:31]=[CH:30][C:27]([CH:28]=[O:29])=[CH:26][CH:25]=1. Product: [Cl:7][C:8]1[CH:13]=[CH:12][C:11]([C:14]2[CH:19]=[CH:18][CH:17]=[C:16]([CH2:20][O:23][C:24]3[CH:31]=[CH:30][C:27]([CH:28]=[O:29])=[CH:26][CH:25]=3)[CH:15]=2)=[C:10]([CH3:22])[CH:9]=1. The catalyst class is: 3. (7) Reactant: [CH3:1][C:2]1[C:6]([C:7](O)=[O:8])=[CH:5][N:4]([C:10]2[CH:11]=[N:12][CH:13]=[CH:14][CH:15]=2)[N:3]=1.C(Cl)(=O)C([Cl:19])=O. Product: [ClH:19].[CH3:1][C:2]1[C:6]([C:7]([Cl:19])=[O:8])=[CH:5][N:4]([C:10]2[CH:11]=[N:12][CH:13]=[CH:14][CH:15]=2)[N:3]=1. The catalyst class is: 120. (8) Product: [OH:2][CH2:3][C:5]1[CH:14]=[CH:13][C:12]2[C:7](=[C:8]([C:15]3[C:24]4[C:19](=[CH:20][CH:21]=[CH:22][CH:23]=4)[CH:18]=[CH:17][CH:16]=3)[CH:9]=[CH:10][CH:11]=2)[N:6]=1. Reactant: C[O:2][C:3]([C:5]1[CH:14]=[CH:13][C:12]2[C:7](=[C:8]([C:15]3[C:24]4[C:19](=[CH:20][CH:21]=[CH:22][CH:23]=4)[CH:18]=[CH:17][CH:16]=3)[CH:9]=[CH:10][CH:11]=2)[N:6]=1)=O.[BH4-].[Na+].O. The catalyst class is: 107. (9) Reactant: [CH2:1]([O:8][C:9](=[O:32])[NH:10][CH2:11][CH2:12][CH2:13][CH2:14][C:15]1[CH:20]=[CH:19][C:18]([O:21][CH2:22][CH2:23][NH:24][CH2:25][C:26]2[CH:31]=[CH:30][CH:29]=[CH:28][CH:27]=2)=[CH:17][CH:16]=1)[C:2]1[CH:7]=[CH:6][CH:5]=[CH:4][CH:3]=1.[CH2:33]([O:40][C:41]1[CH:46]=[CH:45][C:44]([C@@H:47]([OH:50])[CH2:48]Br)=[CH:43][C:42]=1[NH:51][CH:52]=[O:53])[C:34]1[CH:39]=[CH:38][CH:37]=[CH:36][CH:35]=1.C([O-])([O-])=O.[K+].[K+]. Product: [CH2:1]([O:8][C:9](=[O:32])[NH:10][CH2:11][CH2:12][CH2:13][CH2:14][C:15]1[CH:16]=[CH:17][C:18]([O:21][CH2:22][CH2:23][N:24]([CH2:25][C:26]2[CH:31]=[CH:30][CH:29]=[CH:28][CH:27]=2)[CH2:48][C@@H:47]([C:44]2[CH:45]=[CH:46][C:41]([O:40][CH2:33][C:34]3[CH:35]=[CH:36][CH:37]=[CH:38][CH:39]=3)=[C:42]([NH:51][CH:52]=[O:53])[CH:43]=2)[OH:50])=[CH:19][CH:20]=1)[C:2]1[CH:7]=[CH:6][CH:5]=[CH:4][CH:3]=1. The catalyst class is: 7. (10) Reactant: C([O:3][C:4](=[O:33])[CH2:5][CH2:6][N:7]1[CH:12]=[C:11]([CH:13]([CH3:15])[CH3:14])[C@@:10]([C:17]2[CH:22]=[CH:21][C:20]([C:23]3[CH2:28][CH2:27][C:26]([CH3:30])([CH3:29])[CH2:25][CH:24]=3)=[C:19]([Cl:31])[CH:18]=2)([CH3:16])[NH:9][C:8]1=[O:32])C.[OH-].[Na+]. Product: [Cl:31][C:19]1[CH:18]=[C:17]([C@@:10]2([CH3:16])[C:11]([CH:13]([CH3:15])[CH3:14])=[CH:12][N:7]([CH2:6][CH2:5][C:4]([OH:33])=[O:3])[C:8](=[O:32])[NH:9]2)[CH:22]=[CH:21][C:20]=1[C:23]1[CH2:28][CH2:27][C:26]([CH3:29])([CH3:30])[CH2:25][CH:24]=1. The catalyst class is: 83.